From a dataset of Full USPTO retrosynthesis dataset with 1.9M reactions from patents (1976-2016). Predict the reactants needed to synthesize the given product. (1) Given the product [NH3:3].[CH2:30]([O:29][C:28](=[O:37])[NH:27][C@H:23]1[C@H:22]([F:21])[CH2:26][N:25]([C:2]2[N:10]=[C:9]3[C:5]([N:6]=[CH:7][N:8]3[CH:11]([CH3:13])[CH3:12])=[C:4]([NH:14][C:15]3[CH:16]=[N:17][N:18]([CH3:20])[CH:19]=3)[N:3]=2)[CH2:24]1)[C:31]1[CH:36]=[CH:35][CH:34]=[CH:33][CH:32]=1, predict the reactants needed to synthesize it. The reactants are: F[C:2]1[N:10]=[C:9]2[C:5]([N:6]=[CH:7][N:8]2[CH:11]([CH3:13])[CH3:12])=[C:4]([NH:14][C:15]2[CH:16]=[N:17][N:18]([CH3:20])[CH:19]=2)[N:3]=1.[F:21][C@@H:22]1[CH2:26][NH:25][CH2:24][C@H:23]1[NH:27][C:28](=[O:37])[O:29][CH2:30][C:31]1[CH:36]=[CH:35][CH:34]=[CH:33][CH:32]=1. (2) Given the product [CH3:12][C:8]1[N:7]=[C:6]([C:4]([NH2:5])=[NH:3])[CH:11]=[CH:10][CH:9]=1, predict the reactants needed to synthesize it. The reactants are: CO[NH:3][C:4]([C:6]1[CH:11]=[CH:10][CH:9]=[C:8]([CH3:12])[N:7]=1)=[NH:5].[Cl-].[NH4+]. (3) Given the product [CH3:1][C:2]1[CH:7]=[CH:6][C:5]([O:8][S:28]([C:27]([F:40])([F:39])[F:26])(=[O:30])=[O:29])=[C:4]([CH:9]2[CH2:14][C:13]([CH3:16])([CH3:15])[CH2:12][C:11]([CH3:18])([CH3:17])[CH2:10]2)[CH:3]=1, predict the reactants needed to synthesize it. The reactants are: [CH3:1][C:2]1[CH:7]=[CH:6][C:5]([OH:8])=[C:4]([CH:9]2[CH2:14][C:13]([CH3:16])([CH3:15])[CH2:12][C:11]([CH3:18])([CH3:17])[CH2:10]2)[CH:3]=1.C(N(CC)CC)C.[F:26][C:27]([F:40])([F:39])[S:28](O[S:28]([C:27]([F:40])([F:39])[F:26])(=[O:30])=[O:29])(=[O:30])=[O:29].C(OCC)(=O)C.